The task is: Regression. Given a peptide amino acid sequence and an MHC pseudo amino acid sequence, predict their binding affinity value. This is MHC class I binding data.. This data is from Peptide-MHC class I binding affinity with 185,985 pairs from IEDB/IMGT. (1) The peptide sequence is FQPHQLWTTL. The MHC is HLA-A32:01 with pseudo-sequence HLA-A32:01. The binding affinity (normalized) is 0.387. (2) The peptide sequence is RQNAAIEAL. The MHC is HLA-A68:02 with pseudo-sequence HLA-A68:02. The binding affinity (normalized) is 0.0847. (3) The peptide sequence is DTTTDISKY. The MHC is HLA-A02:01 with pseudo-sequence HLA-A02:01. The binding affinity (normalized) is 0.0847. (4) The peptide sequence is LLKMPFRMV. The binding affinity (normalized) is 0.819. The MHC is HLA-B08:01 with pseudo-sequence HLA-B08:01. (5) The peptide sequence is SELVIGAVII. The MHC is HLA-B44:02 with pseudo-sequence HLA-B44:02. The binding affinity (normalized) is 0.313. (6) The binding affinity (normalized) is 0.164. The peptide sequence is RPFNNILNL. The MHC is HLA-A68:01 with pseudo-sequence HLA-A68:01. (7) The peptide sequence is RGRIGRTYL. The MHC is HLA-A01:01 with pseudo-sequence HLA-A01:01. The binding affinity (normalized) is 0.0847. (8) The peptide sequence is KCNPNLHYW. The MHC is HLA-A02:03 with pseudo-sequence HLA-A02:03. The binding affinity (normalized) is 0.0847. (9) The peptide sequence is LPDDFMGCVL. The MHC is HLA-B54:01 with pseudo-sequence HLA-B54:01. The binding affinity (normalized) is 0.204. (10) The peptide sequence is QTDNQLAVF. The MHC is HLA-C04:01 with pseudo-sequence HLA-C04:01. The binding affinity (normalized) is 0.0847.